This data is from Forward reaction prediction with 1.9M reactions from USPTO patents (1976-2016). The task is: Predict the product of the given reaction. (1) Given the reactants [CH3:1][O:2][C:3](=[O:11])[C:4]1[CH:9]=[CH:8][CH:7]=[C:6]([OH:10])[CH:5]=1.[CH2:12](Br)[C:13]#[CH:14].C(=O)([O-])[O-].[K+].[K+].C(OCC)(=O)C, predict the reaction product. The product is: [CH2:14]([O:10][C:6]1[CH:5]=[C:4]([CH:9]=[CH:8][CH:7]=1)[C:3]([O:2][CH3:1])=[O:11])[C:13]#[CH:12]. (2) The product is: [F:25][C:22]1[CH:21]=[CH:20][C:19]([CH2:18][CH2:17][C:14]2[CH:13]=[CH:12][C:11]([S:8]([C:5]3[CH:4]=[CH:3][C:2]([F:1])=[CH:7][CH:6]=3)(=[O:10])=[O:9])=[CH:16][N:15]=2)=[CH:24][CH:23]=1. Given the reactants [F:1][C:2]1[CH:7]=[CH:6][C:5]([S:8]([C:11]2[CH:12]=[CH:13][C:14](/[CH:17]=[CH:18]/[C:19]3[CH:24]=[CH:23][C:22]([F:25])=[CH:21][CH:20]=3)=[N:15][CH:16]=2)(=[O:10])=[O:9])=[CH:4][CH:3]=1.C(OCC)(=O)C.[H][H], predict the reaction product. (3) The product is: [NH:1]1[C:9]2[C:4](=[CH:5][C:6]([O:10][C:11]3[CH:16]=[CH:15][N:14]=[C:13]([CH2:17][N:21]([CH3:19])[C:34](=[O:35])[O:36][C:37]([CH3:40])([CH3:39])[CH3:38])[CH:12]=3)=[CH:7][CH:8]=2)[CH:3]=[CH:2]1. Given the reactants [NH:1]1[C:9]2[C:4](=[CH:5][C:6]([O:10][C:11]3[CH:16]=[CH:15][N:14]=[C:13]([CH2:17]O)[CH:12]=3)=[CH:7][CH:8]=2)[CH:3]=[CH:2]1.[CH2:19]([N:21](CC)CC)C.CS(Cl)(=O)=O.CN.O.[C:34](O[C:34]([O:36][C:37]([CH3:40])([CH3:39])[CH3:38])=[O:35])([O:36][C:37]([CH3:40])([CH3:39])[CH3:38])=[O:35], predict the reaction product. (4) Given the reactants [H-].[Na+].[CH2:3]([O:10][CH2:11][C@H:12]([OH:21])[CH2:13][NH:14][C:15](=[O:20])[C@@H:16](Cl)[CH2:17][CH3:18])[C:4]1[CH:9]=[CH:8][CH:7]=[CH:6][CH:5]=1, predict the reaction product. The product is: [CH2:3]([O:10][CH2:11][C@H:12]1[CH2:13][NH:14][C:15](=[O:20])[C@@H:16]([CH2:17][CH3:18])[O:21]1)[C:4]1[CH:9]=[CH:8][CH:7]=[CH:6][CH:5]=1. (5) The product is: [Br:1][C:2]1[CH:3]=[C:4]2[C:5]([C:6]([NH2:7])=[N:12][NH:13]2)=[C:8]([F:10])[CH:9]=1. Given the reactants [Br:1][C:2]1[CH:9]=[C:8]([F:10])[C:5]([C:6]#[N:7])=[C:4](F)[CH:3]=1.[NH2:12][NH2:13].CCN(C(C)C)C(C)C, predict the reaction product. (6) Given the reactants C[Si]([N-][Si](C)(C)C)(C)C.[K+].C1(C)C=CC=CC=1.[F:18][C:19]([F:57])([F:56])[C:20]1[CH:21]=[C:22]([CH2:30][O:31][C@@H:32]2[CH2:38][CH2:37][C@@H:36]3[N:39]([CH2:40][CH:41]=[CH2:42])[C@@:33]2([C:50]2[CH:55]=[CH:54][CH:53]=[CH:52][CH:51]=2)[CH2:34][C@H:35]3[C:43]([O:45][C:46]([CH3:49])([CH3:48])[CH3:47])=[O:44])[CH:23]=[C:24]([C:26]([F:29])([F:28])[F:27])[CH:25]=1, predict the reaction product. The product is: [F:56][C:19]([F:18])([F:57])[C:20]1[CH:21]=[C:22]([CH2:30][O:31][CH:32]2[CH2:38][CH2:37][CH:36]3[N:39]([CH2:40][CH:41]=[CH2:42])[C:33]2([C:50]2[CH:51]=[CH:52][CH:53]=[CH:54][CH:55]=2)[CH2:34][CH:35]3[C:43]([O:45][C:46]([CH3:47])([CH3:48])[CH3:49])=[O:44])[CH:23]=[C:24]([C:26]([F:27])([F:28])[F:29])[CH:25]=1.